Dataset: Catalyst prediction with 721,799 reactions and 888 catalyst types from USPTO. Task: Predict which catalyst facilitates the given reaction. (1) Reactant: [C:1]([C:3]1[C:4]([Cl:18])=[N:5][C:6](Cl)=[CH:7][C:8]=1[C:9]1[CH:14]=[CH:13][C:12]([F:15])=[CH:11][C:10]=1[CH3:16])#[N:2].[NH:19]1[CH2:24][CH2:23][S:22][CH2:21][CH2:20]1. Product: [Cl:18][C:4]1[C:3]([C:1]#[N:2])=[C:8]([C:9]2[CH:14]=[CH:13][C:12]([F:15])=[CH:11][C:10]=2[CH3:16])[CH:7]=[C:6]([N:19]2[CH2:24][CH2:23][S:22][CH2:21][CH2:20]2)[N:5]=1. The catalyst class is: 5. (2) Reactant: [N:1]1[CH:6]=[CH:5][C:4]([C:7]2[CH:8]=[C:9]([CH2:13][N:14]([CH:18]([CH3:20])[CH3:19])[C:15](Cl)=[O:16])[CH:10]=[CH:11][CH:12]=2)=[CH:3][CH:2]=1.[OH:21][C:22]1[CH:27]=[CH:26][C:25]([C:28]2[CH:37]=[CH:36][C:31]([C:32]([NH:34][CH3:35])=[O:33])=[CH:30][CH:29]=2)=[CH:24][CH:23]=1.C(N(CC)CC)C. Product: [CH:18]([N:14]([CH2:13][C:9]1[CH:10]=[CH:11][CH:12]=[C:7]([C:4]2[CH:3]=[CH:2][N:1]=[CH:6][CH:5]=2)[CH:8]=1)[C:15](=[O:16])[O:21][C:22]1[CH:23]=[CH:24][C:25]([C:28]2[CH:37]=[CH:36][C:31]([C:32](=[O:33])[NH:34][CH3:35])=[CH:30][CH:29]=2)=[CH:26][CH:27]=1)([CH3:20])[CH3:19]. The catalyst class is: 4. (3) Reactant: [CH:1]([N:4]([C:11]1[CH:16]=[CH:15][C:14]([NH:17][C:18]2[CH:23]=[CH:22][CH:21]=[CH:20][CH:19]=2)=[CH:13][CH:12]=1)[C:5](=[O:10])/[CH:6]=[C:7](\[NH2:9])/[CH3:8])([CH3:3])[CH3:2].N.[H][H]. Product: [NH2:9][CH:7]([CH3:8])[CH2:6][C:5]([N:4]([CH:1]([CH3:3])[CH3:2])[C:11]1[CH:16]=[CH:15][C:14]([NH:17][C:18]2[CH:23]=[CH:22][CH:21]=[CH:20][CH:19]=2)=[CH:13][CH:12]=1)=[O:10]. The catalyst class is: 227. (4) Reactant: C([O:3][C:4]([CH:6]1[CH2:11][CH2:10][N:9]([C:12]2[CH:17]=[CH:16][C:15]([N+:18]([O-:20])=[O:19])=[CH:14][CH:13]=2)[CH2:8][CH2:7]1)=[O:5])C.[OH-].[Na+].O.Cl. Product: [N+:18]([C:15]1[CH:16]=[CH:17][C:12]([N:9]2[CH2:8][CH2:7][CH:6]([C:4]([OH:5])=[O:3])[CH2:11][CH2:10]2)=[CH:13][CH:14]=1)([O-:20])=[O:19]. The catalyst class is: 8. (5) Product: [Cl:25][C:26]1[CH:34]=[CH:33][CH:32]=[CH:31][C:27]=1[C:28]([NH:20][C@H:19]([C:21]([OH:23])=[O:22])[CH2:18][C:15]1[CH:14]=[CH:13][C:12]([CH2:11][CH2:10][CH2:9][C:7]2[CH:6]=[CH:5][CH:4]=[C:3]([NH:2][CH3:1])[N:8]=2)=[CH:17][N:16]=1)=[O:29]. Reactant: [CH3:1][NH:2][C:3]1[N:8]=[C:7]([CH2:9][CH2:10][CH2:11][C:12]2[CH:13]=[CH:14][C:15]([CH2:18][C@@H:19]([C:21]([O:23]C)=[O:22])[NH2:20])=[N:16][CH:17]=2)[CH:6]=[CH:5][CH:4]=1.[Cl:25][C:26]1[CH:34]=[CH:33][CH:32]=[CH:31][C:27]=1[C:28](O)=[O:29].CN1CCOCC1.CN(C(ON1N=NC2C=CC=CC1=2)=[N+](C)C)C.[B-](F)(F)(F)F.[Li+].[OH-]. The catalyst class is: 3. (6) Reactant: [N:1]1([C:7]([C:9]2[S:10][CH:11]=[CH:12][CH:13]=2)=[O:8])[CH2:6][CH2:5][NH:4][CH2:3][CH2:2]1.Cl[C:15]1[C:24]2[C:19](=[CH:20][CH:21]=[CH:22][CH:23]=2)[N:18]([CH3:25])[C:17](=[O:26])[C:16]=1[C:27]#[N:28]. Product: [CH3:25][N:18]1[C:19]2[C:24](=[CH:23][CH:22]=[CH:21][CH:20]=2)[C:15]([N:4]2[CH2:5][CH2:6][N:1]([C:7]([C:9]3[S:10][CH:11]=[CH:12][CH:13]=3)=[O:8])[CH2:2][CH2:3]2)=[C:16]([C:27]#[N:28])[C:17]1=[O:26]. The catalyst class is: 11. (7) Reactant: C1(N2[C:12](=[O:13])[C:11]3[S:14][CH:15]=[C:16]([C:17]4[CH:22]=[CH:21][CH:20]=[CH:19][CH:18]=4)[C:10]=3[N:9]=[CH:8]2)C=CC=CC=1.NC1C(C2C=CC=CC=2)=CSC=1C(OC)=O.C(OCC)(OCC)OCC.[CH3:49][C:50]1[CH:56]=[CH:55][C:54]([CH3:57])=[CH:53][C:51]=1[NH2:52]. Product: [CH3:49][C:50]1[CH:56]=[CH:55][C:54]([CH3:57])=[CH:53][C:51]=1[N:52]1[C:12](=[O:13])[C:11]2[S:14][CH:15]=[C:16]([C:17]3[CH:22]=[CH:21][CH:20]=[CH:19][CH:18]=3)[C:10]=2[N:9]=[CH:8]1. The catalyst class is: 15. (8) Reactant: [C:1]1([C:7]2[S:11][CH:10]=[C:9]([C:12]([OH:14])=O)[CH:8]=2)[CH:6]=[CH:5][CH:4]=[CH:3][CH:2]=1.[N:15]1([C:22](=[O:24])[CH3:23])[CH2:21][CH2:20][CH2:19][NH:18][CH2:17][CH2:16]1.CCN(C(C)C)C(C)C.CN(C(ON1N=NC2C=CC=NC1=2)=[N+](C)C)C.F[P-](F)(F)(F)(F)F. Product: [C:1]1([C:7]2[S:11][CH:10]=[C:9]([C:12]([N:18]3[CH2:19][CH2:20][CH2:21][N:15]([C:22](=[O:24])[CH3:23])[CH2:16][CH2:17]3)=[O:14])[CH:8]=2)[CH:2]=[CH:3][CH:4]=[CH:5][CH:6]=1. The catalyst class is: 39. (9) Reactant: S(=O)(=O)(O)O.[N:6]1[C:15]2[C:10](=[CH:11][C:12]([CH2:16][C:17]([OH:19])=[O:18])=[CH:13][CH:14]=2)[CH:9]=[CH:8][CH:7]=1.[OH-].[Na+].[C:22](=O)(O)[O-].[Na+]. Product: [N:6]1[C:15]2[C:10](=[CH:11][C:12]([CH2:16][C:17]([O:19][CH3:22])=[O:18])=[CH:13][CH:14]=2)[CH:9]=[CH:8][CH:7]=1. The catalyst class is: 5. (10) Reactant: [C:1]([O:5][C:6]([C:8]1[N:13]=[C:12]([C:14]2[CH2:15][CH2:16][N:17](C(OC(C)(C)C)=O)[CH2:18][CH:19]=2)[CH:11]=[CH:10][CH:9]=1)=[O:7])([CH3:4])([CH3:3])[CH3:2].Cl.C([O-])(O)=O.[Na+]. Product: [C:1]([O:5][C:6]([C:8]1[N:13]=[C:12]([C:14]2[CH2:15][CH2:16][NH:17][CH2:18][CH:19]=2)[CH:11]=[CH:10][CH:9]=1)=[O:7])([CH3:4])([CH3:2])[CH3:3]. The catalyst class is: 12.